This data is from Catalyst prediction with 721,799 reactions and 888 catalyst types from USPTO. The task is: Predict which catalyst facilitates the given reaction. (1) Reactant: CS[C:3]1[O:4][C:5]2[CH:6]=[N:7][CH:8]=[CH:9][C:10]=2[N:11]=1.[C:12]([O:16][C:17]([N:19]1[CH2:24][CH2:23][CH:22]([NH2:25])[CH2:21][CH2:20]1)=[O:18])([CH3:15])([CH3:14])[CH3:13].C(=O)([O-])O.[Na+]. Product: [C:12]([O:16][C:17]([N:19]1[CH2:24][CH2:23][CH:22]([NH:25][C:3]2[O:4][C:5]3[CH:6]=[N:7][CH:8]=[CH:9][C:10]=3[N:11]=2)[CH2:21][CH2:20]1)=[O:18])([CH3:15])([CH3:13])[CH3:14]. The catalyst class is: 3. (2) Reactant: [Br:1]Br.C([O-])(=O)C.[K+].[CH3:8][N:9]1[C:13]([CH3:14])=[CH:12][C:11]([C:15]#[N:16])=[N:10]1.S([O-])(O)=O.[Na+]. Product: [Br:1][C:12]1[C:11]([C:15]#[N:16])=[N:10][N:9]([CH3:8])[C:13]=1[CH3:14]. The catalyst class is: 15. (3) Reactant: O=[C:2]1[CH2:5][N:4]([C:6]([O:8][C:9]([CH3:12])([CH3:11])[CH3:10])=[O:7])[CH2:3]1.[CH3:13][O:14][C:15]([CH:17]=P(C1C=CC=CC=1)(C1C=CC=CC=1)C1C=CC=CC=1)=[O:16]. Product: [CH3:13][O:14][C:15](=[O:16])[CH:17]=[C:2]1[CH2:5][N:4]([C:6]([O:8][C:9]([CH3:12])([CH3:11])[CH3:10])=[O:7])[CH2:3]1. The catalyst class is: 11. (4) Reactant: C[Si](C)(C)N[Si](C)(C)C.[Na].Cl[C:12]1[C:21]2[C:16](=[CH:17][C:18]([O:24][CH2:25][CH2:26][CH2:27][N:28]3[CH2:33][CH2:32][O:31][CH2:30][CH2:29]3)=[C:19]([O:22][CH3:23])[CH:20]=2)[N:15]=[CH:14][N:13]=1.[Cl:34][C:35]1[CH:43]=[C:42]([C:44]#[C:45][CH2:46][O:47][CH3:48])[C:38]2[O:39][CH2:40][O:41][C:37]=2[C:36]=1[NH2:49]. Product: [Cl:34][C:35]1[CH:43]=[C:42]([C:44]#[C:45][CH2:46][O:47][CH3:48])[C:38]2[O:39][CH2:40][O:41][C:37]=2[C:36]=1[NH:49][C:12]1[C:21]2[C:16](=[CH:17][C:18]([O:24][CH2:25][CH2:26][CH2:27][N:28]3[CH2:33][CH2:32][O:31][CH2:30][CH2:29]3)=[C:19]([O:22][CH3:23])[CH:20]=2)[N:15]=[CH:14][N:13]=1. The catalyst class is: 44. (5) Reactant: [CH3:1][O:2][C:3](=[O:10])[C:4]1[CH:9]=[CH:8][CH:7]=[CH:6][CH:5]=1.ClN1C(=[O:17])CCC1=O.[Cl:19][C:20]1[CH:21]=[C:22]([C:27]([C:29]([F:32])([F:31])[F:30])=[CH2:28])[CH:23]=[C:24]([Cl:26])[CH:25]=1.C([N:35]([CH2:38]C)CC)C. Product: [CH3:1][O:2][C:3](=[O:10])[C:4]1[CH:9]=[CH:8][C:7]([C:38]2[CH2:28][C:27]([C:22]3[CH:21]=[C:20]([Cl:19])[CH:25]=[C:24]([Cl:26])[CH:23]=3)([C:29]([F:32])([F:30])[F:31])[O:17][N:35]=2)=[CH:6][CH:5]=1. The catalyst class is: 9. (6) Reactant: [Li]CCCC.Br[C:7]1[N:11]([CH3:12])[C:10]([CH3:13])=[N:9][CH:8]=1.[CH2:14]([O:21][C:22]1[C:23]([O:43][CH3:44])=[N:24][C:25]2[C:30]([C:31]=1[Cl:32])=[CH:29][C:28]([C:33]([C:35]1[C:36]([CH3:42])=[N:37][N:38]([CH3:41])[C:39]=1[CH3:40])=[O:34])=[CH:27][CH:26]=2)[C:15]1[CH:20]=[CH:19][CH:18]=[CH:17][CH:16]=1. Product: [CH2:14]([O:21][C:22]1[C:23]([O:43][CH3:44])=[N:24][C:25]2[C:30]([C:31]=1[Cl:32])=[CH:29][C:28]([C:33]([C:7]1[N:11]([CH3:12])[C:10]([CH3:13])=[N:9][CH:8]=1)([C:35]1[C:36]([CH3:42])=[N:37][N:38]([CH3:41])[C:39]=1[CH3:40])[OH:34])=[CH:27][CH:26]=2)[C:15]1[CH:20]=[CH:19][CH:18]=[CH:17][CH:16]=1. The catalyst class is: 1.